Dataset: Catalyst prediction with 721,799 reactions and 888 catalyst types from USPTO. Task: Predict which catalyst facilitates the given reaction. (1) Reactant: [C:1]([CH:3]1[CH2:6][N:5]([C:7](=[O:42])[C@H:8]([NH:12][C:13]([C:15]2[C:23]3[C:18](=[N:19][CH:20]=[C:21]([C:24]4[CH:29]=[CH:28][C:27]([C:30]([F:33])([F:32])[F:31])=[CH:26][CH:25]=4)[N:22]=3)[N:17](COCC[Si](C)(C)C)[CH:16]=2)=[O:14])[CH:9]2[CH2:11][CH2:10]2)[CH2:4]1)#[N:2].FC(F)(F)C(O)=O.C([O-])(=O)C.[Na+].O. Product: [C:1]([CH:3]1[CH2:4][N:5]([C:7](=[O:42])[C@H:8]([NH:12][C:13]([C:15]2[C:23]3[C:18](=[N:19][CH:20]=[C:21]([C:24]4[CH:25]=[CH:26][C:27]([C:30]([F:33])([F:32])[F:31])=[CH:28][CH:29]=4)[N:22]=3)[NH:17][CH:16]=2)=[O:14])[CH:9]2[CH2:11][CH2:10]2)[CH2:6]1)#[N:2]. The catalyst class is: 96. (2) Reactant: [CH2:1]([O:8][C:9]1[CH:10]=[C:11]2[C:15](=[CH:16][CH:17]=1)[NH:14][CH:13]=[CH:12]2)[C:2]1[CH:7]=[CH:6][CH:5]=[CH:4][CH:3]=1.CC([O-])(C)C.[K+].Br[CH2:25][CH2:26][CH2:27][CH2:28][CH2:29][CH2:30][CH2:31][CH3:32]. Product: [CH2:25]([N:14]1[C:15]2[C:11](=[CH:10][C:9]([O:8][CH2:1][C:2]3[CH:3]=[CH:4][CH:5]=[CH:6][CH:7]=3)=[CH:17][CH:16]=2)[CH:12]=[CH:13]1)[CH2:26][CH2:27][CH2:28][CH2:29][CH2:30][CH2:31][CH3:32]. The catalyst class is: 1.